From a dataset of NCI-60 drug combinations with 297,098 pairs across 59 cell lines. Regression. Given two drug SMILES strings and cell line genomic features, predict the synergy score measuring deviation from expected non-interaction effect. (1) Drug 1: COC1=CC(=CC(=C1O)OC)C2C3C(COC3=O)C(C4=CC5=C(C=C24)OCO5)OC6C(C(C7C(O6)COC(O7)C8=CC=CS8)O)O. Drug 2: C(=O)(N)NO. Cell line: OVCAR-4. Synergy scores: CSS=-0.597, Synergy_ZIP=-0.214, Synergy_Bliss=-1.31, Synergy_Loewe=-8.76, Synergy_HSA=-5.65. (2) Drug 1: C1CC(=O)NC(=O)C1N2C(=O)C3=CC=CC=C3C2=O. Drug 2: C1C(C(OC1N2C=NC(=NC2=O)N)CO)O. Cell line: SNB-75. Synergy scores: CSS=-0.492, Synergy_ZIP=1.97, Synergy_Bliss=2.47, Synergy_Loewe=-1.63, Synergy_HSA=-0.670. (3) Drug 1: C1=CC(=CC=C1CC(C(=O)O)N)N(CCCl)CCCl.Cl. Drug 2: C1CN1P(=S)(N2CC2)N3CC3. Cell line: SF-295. Synergy scores: CSS=29.1, Synergy_ZIP=-7.77, Synergy_Bliss=-0.0141, Synergy_Loewe=-1.46, Synergy_HSA=1.93. (4) Drug 1: C1C(C(OC1N2C=NC3=C(N=C(N=C32)Cl)N)CO)O. Drug 2: CC1=C2C(C(=O)C3(C(CC4C(C3C(C(C2(C)C)(CC1OC(=O)C(C(C5=CC=CC=C5)NC(=O)OC(C)(C)C)O)O)OC(=O)C6=CC=CC=C6)(CO4)OC(=O)C)O)C)O. Cell line: K-562. Synergy scores: CSS=25.6, Synergy_ZIP=3.48, Synergy_Bliss=4.02, Synergy_Loewe=-6.92, Synergy_HSA=-3.14. (5) Drug 1: CC1=C(C(CCC1)(C)C)C=CC(=CC=CC(=CC(=O)O)C)C. Drug 2: CS(=O)(=O)CCNCC1=CC=C(O1)C2=CC3=C(C=C2)N=CN=C3NC4=CC(=C(C=C4)OCC5=CC(=CC=C5)F)Cl. Cell line: M14. Synergy scores: CSS=4.05, Synergy_ZIP=-2.27, Synergy_Bliss=-3.63, Synergy_Loewe=-3.00, Synergy_HSA=-1.64. (6) Drug 1: CN1CCC(CC1)COC2=C(C=C3C(=C2)N=CN=C3NC4=C(C=C(C=C4)Br)F)OC. Drug 2: CC1=C2C(C(=O)C3(C(CC4C(C3C(C(C2(C)C)(CC1OC(=O)C(C(C5=CC=CC=C5)NC(=O)C6=CC=CC=C6)O)O)OC(=O)C7=CC=CC=C7)(CO4)OC(=O)C)O)C)OC(=O)C. Cell line: NCI/ADR-RES. Synergy scores: CSS=3.91, Synergy_ZIP=-0.316, Synergy_Bliss=1.19, Synergy_Loewe=-1.54, Synergy_HSA=-1.45. (7) Drug 1: C1CCC(CC1)NC(=O)N(CCCl)N=O. Drug 2: CC1=C(C(=O)C2=C(C1=O)N3CC4C(C3(C2COC(=O)N)OC)N4)N. Cell line: UACC-257. Synergy scores: CSS=8.73, Synergy_ZIP=-3.60, Synergy_Bliss=-0.892, Synergy_Loewe=-7.54, Synergy_HSA=-2.07. (8) Drug 1: CC1C(C(=O)NC(C(=O)N2CCCC2C(=O)N(CC(=O)N(C(C(=O)O1)C(C)C)C)C)C(C)C)NC(=O)C3=C4C(=C(C=C3)C)OC5=C(C(=O)C(=C(C5=N4)C(=O)NC6C(OC(=O)C(N(C(=O)CN(C(=O)C7CCCN7C(=O)C(NC6=O)C(C)C)C)C)C(C)C)C)N)C. Drug 2: COCCOC1=C(C=C2C(=C1)C(=NC=N2)NC3=CC=CC(=C3)C#C)OCCOC.Cl. Cell line: OVCAR-8. Synergy scores: CSS=10.2, Synergy_ZIP=-3.14, Synergy_Bliss=2.80, Synergy_Loewe=4.15, Synergy_HSA=4.06.